Dataset: Full USPTO retrosynthesis dataset with 1.9M reactions from patents (1976-2016). Task: Predict the reactants needed to synthesize the given product. (1) Given the product [CH3:1][C:2]1[CH:7]=[CH:6][C:5]([S:8]([O:22][CH2:23][CH2:24][CH:25]2[C:26]([CH3:32])([CH3:31])[CH2:27][C:28](=[O:30])[O:29]2)(=[O:10])=[O:9])=[CH:4][CH:3]=1, predict the reactants needed to synthesize it. The reactants are: [CH3:1][C:2]1[CH:7]=[CH:6][C:5]([S:8](OCCC2CC(C)(C)C(=O)O2)(=[O:10])=[O:9])=[CH:4][CH:3]=1.[OH:22][CH2:23][CH2:24][CH:25]1[O:29][C:28](=[O:30])[CH2:27][C:26]1([CH3:32])[CH3:31].OCCC1OC(=O)C(C)(C)C1. (2) Given the product [Cl:1][C:2]1[CH:3]=[C:4]([CH:8]([NH:11][C:12]2[O:13][C:14]3[C:20]([O:21][CH3:22])=[CH:19][C:18]([C:23]([N:30]4[C@H:31]([CH3:34])[CH2:32][O:33][CH:28]([CH3:27])[CH2:29]4)=[O:25])=[CH:17][C:15]=3[N:16]=2)[CH2:9][F:10])[CH:5]=[CH:6][CH:7]=1, predict the reactants needed to synthesize it. The reactants are: [Cl:1][C:2]1[CH:3]=[C:4]([CH:8]([NH:11][C:12]2[O:13][C:14]3[C:20]([O:21][CH3:22])=[CH:19][C:18]([C:23]([OH:25])=O)=[CH:17][C:15]=3[N:16]=2)[CH2:9][F:10])[CH:5]=[CH:6][CH:7]=1.Cl.[CH3:27][CH:28]1[O:33][CH2:32][C@@H:31]([CH3:34])[NH:30][CH2:29]1.C(N(CC)C(C)C)(C)C.CN(C(ON1N=NC2C=CC=NC1=2)=[N+](C)C)C.F[P-](F)(F)(F)(F)F. (3) Given the product [NH2:22][C:21]1[C:2]([CH3:1])=[C:3]([CH:18]=[CH:19][CH:20]=1)[O:4][CH2:5][C@@H:6]1[CH2:10][CH2:9][CH2:8][N:7]1[C:11]([O:13][C:14]([CH3:17])([CH3:16])[CH3:15])=[O:12], predict the reactants needed to synthesize it. The reactants are: [CH3:1][C:2]1[C:21]([N+:22]([O-])=O)=[CH:20][CH:19]=[CH:18][C:3]=1[O:4][CH2:5][C@@H:6]1[CH2:10][CH2:9][CH2:8][N:7]1[C:11]([O:13][C:14]([CH3:17])([CH3:16])[CH3:15])=[O:12]. (4) Given the product [CH3:19][O:18][CH2:17][CH2:16][O:8][C:5]1[CH:6]=[CH:7][C:2]([NH2:1])=[CH:3][CH:4]=1, predict the reactants needed to synthesize it. The reactants are: [NH2:1][C:2]1[CH:7]=[CH:6][C:5]([OH:8])=[CH:4][CH:3]=1.C(=O)([O-])[O-].[K+].[K+].Cl[CH2:16][CH2:17][O:18][CH3:19]. (5) Given the product [CH3:5][C:2]([N:6]1[CH:10]=[C:9]([NH:11][C:12](=[O:29])[CH:13]([NH:17][C:18](=[O:28])[CH2:19][C:20]2[CH:21]=[C:22]([F:27])[CH:23]=[C:24]([F:26])[CH:25]=2)[CH2:14][CH2:15][CH3:16])[N:8]=[CH:7]1)([CH3:1])[CH2:3][NH:31][CH3:30], predict the reactants needed to synthesize it. The reactants are: [CH3:1][C:2]([N:6]1[CH:10]=[C:9]([NH:11][C:12](=[O:29])[CH:13]([NH:17][C:18](=[O:28])[CH2:19][C:20]2[CH:25]=[C:24]([F:26])[CH:23]=[C:22]([F:27])[CH:21]=2)[CH2:14][CH2:15][CH3:16])[N:8]=[CH:7]1)([CH3:5])[CH:3]=O.[CH3:30][NH2:31]. (6) Given the product [CH2:22]([N:17]1[CH2:16][C:15]2([CH2:24][CH2:25][N:12]([CH:8]([C:5]3[CH:6]=[CH:7][C:2]([C:51]4[CH:60]=[C:59]5[C:54]([CH:55]=[C:56]([F:61])[CH:57]=[N:58]5)=[CH:53][CH:52]=4)=[CH:3][C:4]=3[F:26])[C:9]([NH2:11])=[O:10])[CH2:13][CH2:14]2)[O:20][CH2:19][C:18]1=[O:21])[CH3:23], predict the reactants needed to synthesize it. The reactants are: Br[C:2]1[CH:7]=[CH:6][C:5]([CH:8]([N:12]2[CH2:25][CH2:24][C:15]3([O:20][CH2:19][C:18](=[O:21])[N:17]([CH2:22][CH3:23])[CH2:16]3)[CH2:14][CH2:13]2)[C:9]([NH2:11])=[O:10])=[C:4]([F:26])[CH:3]=1.B1(B2OC(C)(C)C(C)(C)O2)OC(C)(C)C(C)(C)O1.C([O-])(=O)C.[K+].Br[C:51]1[CH:60]=[C:59]2[C:54]([CH:55]=[C:56]([F:61])[CH:57]=[N:58]2)=[CH:53][CH:52]=1.C([O-])([O-])=O.[K+].[K+]. (7) Given the product [CH3:51][NH:52][CH2:2][C:3]1[CH:4]=[C:5]([CH:8]=[CH:9][CH:10]=1)[CH2:6][NH:30][C@H:29]([C:28]([O:27][CH:22]1[CH2:23][CH2:24][CH2:25][CH2:26]1)=[O:35])[CH2:31][CH:32]([CH3:33])[CH3:34], predict the reactants needed to synthesize it. The reactants are: Br[CH2:2][C:3]1[CH:4]=[C:5]([CH:8]=[CH:9][CH:10]=1)[CH:6]=O.S(C1C=CC(C)=CC=1)(O)(=O)=O.[CH:22]1([O:27][C:28](=[O:35])[C@H:29]([CH2:31][CH:32]([CH3:34])[CH3:33])[NH2:30])[CH2:26][CH2:25][CH2:24][CH2:23]1.C(O[BH-](OC(=O)C)OC(=O)C)(=O)C.[Na+].Cl.[CH3:51][NH2:52].C(=O)([O-])O.[Na+]. (8) The reactants are: I[C:2]1[C:10]2[C:5](=[CH:6][N:7]=[C:8]([CH3:11])[CH:9]=2)[N:4]([CH2:12][C:13]([O:15][C:16]([CH3:19])([CH3:18])[CH3:17])=[O:14])[N:3]=1.[CH3:20][N:21](C=O)C. Given the product [C:20]([C:2]1[C:10]2[C:5](=[CH:6][N:7]=[C:8]([CH3:11])[CH:9]=2)[N:4]([CH2:12][C:13]([O:15][C:16]([CH3:19])([CH3:18])[CH3:17])=[O:14])[N:3]=1)#[N:21], predict the reactants needed to synthesize it. (9) The reactants are: [CH:1]1([C:4]2[CH:5]=[CH:6][C:7]([C:18]([OH:20])=O)=[N:8][C:9]=2[O:10][CH2:11][CH:12]2[CH2:17][CH2:16][O:15][CH2:14][CH2:13]2)[CH2:3][CH2:2]1.C1(C2C=CC(C(O)=O)=NC=2OCC2CCCO2)CC1.Cl.[NH2:41][C:42]([CH2:50][CH3:51])([CH2:48][CH3:49])[C:43]([O:45][CH2:46][CH3:47])=[O:44]. Given the product [CH:1]1([C:4]2[CH:5]=[CH:6][C:7]([C:18]([NH:41][C:42]([CH2:48][CH3:49])([CH2:50][CH3:51])[C:43]([O:45][CH2:46][CH3:47])=[O:44])=[O:20])=[N:8][C:9]=2[O:10][CH2:11][CH:12]2[CH2:13][CH2:14][O:15][CH2:16][CH2:17]2)[CH2:2][CH2:3]1, predict the reactants needed to synthesize it. (10) Given the product [NH2:8][C:9]([CH3:36])([CH2:29][C:30]1[CH:35]=[CH:34][CH:33]=[CH:32][CH:31]=1)[CH2:10][O:11][CH2:12][C:13]1[CH:14]=[C:15]([CH:19]=[C:20]([C:22]2([C:27]#[N:28])[CH2:23][CH2:24][CH2:25][CH2:26]2)[CH:21]=1)[C:16]([NH:46][CH:44]([C:40]1[CH:41]=[CH:42][CH:43]=[C:38]([Cl:37])[CH:39]=1)[CH3:45])=[O:18], predict the reactants needed to synthesize it. The reactants are: C(OC([NH:8][C:9]([CH3:36])([CH2:29][C:30]1[CH:35]=[CH:34][CH:33]=[CH:32][CH:31]=1)[CH2:10][O:11][CH2:12][C:13]1[CH:14]=[C:15]([CH:19]=[C:20]([C:22]2([C:27]#[N:28])[CH2:26][CH2:25][CH2:24][CH2:23]2)[CH:21]=1)[C:16]([OH:18])=O)=O)(C)(C)C.[Cl:37][C:38]1[CH:39]=[C:40]([CH:44]([NH2:46])[CH3:45])[CH:41]=[CH:42][CH:43]=1.